This data is from Catalyst prediction with 721,799 reactions and 888 catalyst types from USPTO. The task is: Predict which catalyst facilitates the given reaction. (1) Reactant: [C:1]([O:5][C:6]([NH:8][CH2:9][CH2:10][CH2:11][CH2:12][C:13]([OH:15])=[O:14])=[O:7])([CH3:4])([CH3:3])[CH3:2].[H-].[Na+].[CH2:18](Br)[CH:19]=[CH2:20]. Product: [CH2:20]([N:8]([C:6]([O:5][C:1]([CH3:4])([CH3:2])[CH3:3])=[O:7])[CH2:9][CH2:10][CH2:11][CH2:12][C:13]([OH:15])=[O:14])[CH:19]=[CH2:18]. The catalyst class is: 7. (2) The catalyst class is: 12. Product: [C:4]1(/[CH:3]=[CH:2]/[CH:1]([OH:10])[CH2:17][CH:16]=[CH2:15])[CH:9]=[CH:8][CH:7]=[CH:6][CH:5]=1. Reactant: [CH:1](=[O:10])[CH:2]=[CH:3][C:4]1[CH:9]=[CH:8][CH:7]=[CH:6][CH:5]=1.C(O[CH2:15][CH:16]=[CH2:17])(=O)C.O.CCN(CC)CC.CC1C(C)=C(C)C(C)=C(C)C=1C. (3) Reactant: [F:1][C:2]1[CH:10]=[CH:9][CH:8]=[C:7]2[C:3]=1[C:4](=[O:12])O[C:6]2=[O:11].C(OC(=O)[NH:19][CH2:20][C:21]1[S:25][CH:24]=[N:23][CH:22]=1)(C)(C)C. Product: [F:1][C:2]1[CH:10]=[CH:9][CH:8]=[C:7]2[C:3]=1[C:4](=[O:12])[N:19]([CH2:20][C:21]1[S:25][CH:24]=[N:23][CH:22]=1)[C:6]2=[O:11]. The catalyst class is: 15. (4) Reactant: [CH2:1]([O:5][C:6]1[N:14]=[C:13]2[C:9]([NH:10][C:11](=[O:40])[N:12]2[CH2:15][C:16]2[CH:21]=[CH:20][C:19]([CH2:22][N:23]([CH2:36][CH2:37][CH2:38]O)[CH2:24][C:25]3[CH:30]=[CH:29][CH:28]=[C:27]([CH2:31][C:32]([O:34][CH3:35])=[O:33])[CH:26]=3)=[CH:18][CH:17]=2)=[C:8]([NH2:41])[N:7]=1)[CH2:2][CH2:3][CH3:4].S(Cl)([Cl:44])=O.C1(C)C=CC=CC=1. Product: [CH2:1]([O:5][C:6]1[N:14]=[C:13]2[C:9]([NH:10][C:11](=[O:40])[N:12]2[CH2:15][C:16]2[CH:21]=[CH:20][C:19]([CH2:22][N:23]([CH2:36][CH2:37][CH2:38][Cl:44])[CH2:24][C:25]3[CH:30]=[CH:29][CH:28]=[C:27]([CH2:31][C:32]([O:34][CH3:35])=[O:33])[CH:26]=3)=[CH:18][CH:17]=2)=[C:8]([NH2:41])[N:7]=1)[CH2:2][CH2:3][CH3:4]. The catalyst class is: 4. (5) Reactant: [CH3:1][O:2][C:3]1[CH:8]=[C:7]([CH:9]=[CH2:10])[C:6]([F:11])=[CH:5][C:4]=1[N+:12]([O-:14])=[O:13].[NH:15]1[CH2:20][CH2:19][O:18][CH2:17][CH2:16]1. Product: [F:11][C:6]1[CH:5]=[C:4]([N+:12]([O-:14])=[O:13])[C:3]([O:2][CH3:1])=[CH:8][C:7]=1[CH2:9][CH2:10][N:15]1[CH2:20][CH2:19][O:18][CH2:17][CH2:16]1. The catalyst class is: 41. (6) Reactant: O=C[C@H]([C@@H]([C@@H](CO)O)O)O.[O:11]=[CH:12][C@H:13]([C@H:15]([C@@H:17]([C@@H:19]([CH2:21]O)[OH:20])[OH:18])[OH:16])[OH:14].O=C[C@@H]([C@H]([C@H]([C@@H](CO)O)O)O)O.O=C[C@@H]([C@H]([C@@H]([C@@H](CO)O)O)O)O. Product: [O:11]=[CH:12][C@@H:13]([C@@H:15]([C@H:17]([C@H:19]([CH3:21])[OH:20])[OH:18])[OH:16])[OH:14]. The catalyst class is: 6.